Dataset: Forward reaction prediction with 1.9M reactions from USPTO patents (1976-2016). Task: Predict the product of the given reaction. (1) The product is: [F:53][C:39]1[CH:40]=[CH:41][C:42]([C:2]2[C:3]([CH3:17])=[N:4][C:5]([N:8]3[CH2:11][CH:10]([CH2:12][S:13]([CH3:16])(=[O:15])=[O:14])[CH2:9]3)=[CH:6][CH:7]=2)=[CH:43][C:38]=1[CH2:37][O:36][C:32]1[N:33]=[CH:34][C:35]2[C@@H:27]3[C@@H:26]([C:24]([O:23][CH2:21][CH3:22])=[O:25])[C@@H:28]3[CH2:29][C:30]=2[CH:31]=1. Given the reactants Br[C:2]1[C:3]([CH3:17])=[N:4][C:5]([N:8]2[CH2:11][CH:10]([CH2:12][S:13]([CH3:16])(=[O:15])=[O:14])[CH2:9]2)=[CH:6][CH:7]=1.B([O-])[O-].[CH2:21]([O:23][C:24]([CH:26]1[CH:28]2[CH2:29][C:30]3[CH:31]=[C:32]([O:36][CH2:37][C:38]4[CH:43]=[C:42](B5OC(C)(C)C(C)(C)O5)[CH:41]=[CH:40][C:39]=4[F:53])[N:33]=[CH:34][C:35]=3[CH:27]12)=[O:25])[CH3:22].C([O-])([O-])=O.[Na+].[Na+], predict the reaction product. (2) Given the reactants [CH3:1][C:2]([CH3:22])([CH3:21])[CH2:3][CH2:4][N:5]1[CH:10]=[CH:9][C:8]([C:11]2[CH:16]=[CH:15][N:14]3[N:17]=[CH:18][CH:19]=[C:13]3[N:12]=2)=[CH:7][C:6]1=[O:20].[Br:23]N1C(=O)CCC1=O, predict the reaction product. The product is: [Br:23][C:19]1[CH:18]=[N:17][N:14]2[CH:15]=[CH:16][C:11]([C:8]3[CH:9]=[CH:10][N:5]([CH2:4][CH2:3][C:2]([CH3:22])([CH3:21])[CH3:1])[C:6](=[O:20])[CH:7]=3)=[N:12][C:13]=12. (3) Given the reactants Br[C:2]1[CH:3]=[CH:4][C:5]2[N:6]([CH:8]=[C:9]([NH:11][C:12]3[C:17]([O:18][CH3:19])=[CH:16][C:15]([S:20]([CH3:23])(=[O:22])=[O:21])=[CH:14][N:13]=3)[N:10]=2)[CH:7]=1.[F:24][C:25]1[CH:30]=[CH:29][C:28]([CH:31]([CH3:44])[C:32]([NH:34][C:35]2[CH:40]=[CH:39][C:38](B(O)O)=[CH:37][CH:36]=2)=[O:33])=[CH:27][CH:26]=1.C(=O)([O-])[O-].[K+].[K+], predict the reaction product. The product is: [F:24][C:25]1[CH:26]=[CH:27][C:28]([C@@H:31]([CH3:44])[C:32]([NH:34][C:35]2[CH:36]=[CH:37][C:38]([C:2]3[CH:3]=[CH:4][C:5]4[N:6]([CH:8]=[C:9]([NH:11][C:12]5[C:17]([O:18][CH3:19])=[CH:16][C:15]([S:20]([CH3:23])(=[O:22])=[O:21])=[CH:14][N:13]=5)[N:10]=4)[CH:7]=3)=[CH:39][CH:40]=2)=[O:33])=[CH:29][CH:30]=1. (4) Given the reactants Cl[C:2]1[C:7]([C:8]([O:10][CH2:11][CH3:12])=[O:9])=[CH:6][N:5]=[C:4]([S:13][CH3:14])[N:3]=1.[CH2:15]([O:24][Na])[C:16]1[CH:23]=[CH:22][C:19]([O:20][CH3:21])=[CH:18][CH:17]=1, predict the reaction product. The product is: [CH3:21][O:20][C:19]1[CH:22]=[CH:23][C:16]([CH2:15][O:24][C:2]2[C:7]([C:8]([O:10][CH2:11][CH3:12])=[O:9])=[CH:6][N:5]=[C:4]([S:13][CH3:14])[N:3]=2)=[CH:17][CH:18]=1. (5) Given the reactants [CH2:1]([O:8][C:9]1[N:14]=[N:13][C:12]([CH2:15][CH2:16][C:17]2[CH:24]=[CH:23][C:20]([CH:21]=O)=[CH:19][CH:18]=2)=[CH:11][CH:10]=1)[C:2]1[CH:7]=[CH:6][CH:5]=[CH:4][CH:3]=1.[NH:25]1[CH2:30][CH2:29][O:28][CH2:27][CH2:26]1.C(O[BH-](OC(=O)C)OC(=O)C)(=O)C, predict the reaction product. The product is: [CH2:1]([O:8][C:9]1[N:14]=[N:13][C:12]([CH2:15][CH2:16][C:17]2[CH:24]=[CH:23][C:20]([CH2:21][N:25]3[CH2:30][CH2:29][O:28][CH2:27][CH2:26]3)=[CH:19][CH:18]=2)=[CH:11][CH:10]=1)[C:2]1[CH:7]=[CH:6][CH:5]=[CH:4][CH:3]=1. (6) The product is: [Cl:21][CH2:17][C:14]1[CH:15]=[CH:16][C:11]([O:10][C:2]2[S:1][C:9]3[C:4]([N:3]=2)=[N:5][CH:6]=[CH:7][CH:8]=3)=[CH:12][CH:13]=1. Given the reactants [S:1]1[C:9]2[C:4](=[N:5][CH:6]=[CH:7][CH:8]=2)[N:3]=[C:2]1[O:10][C:11]1[CH:16]=[CH:15][C:14]([CH2:17]O)=[CH:13][CH:12]=1.O=S(Cl)[Cl:21], predict the reaction product. (7) The product is: [C:16]([O:15][C:13]([N:11]1[CH2:12][C@@H:6]([N:1]=[N+:2]=[N-:3])[C:7](=[O:30])[N:8]([CH2:26][CH:27]2[CH2:29][CH2:28]2)[CH2:9][C@@H:10]1[C:20]1[CH:21]=[CH:22][CH:23]=[CH:24][CH:25]=1)=[O:14])([CH3:19])([CH3:17])[CH3:18]. Given the reactants [N-:1]=[N+:2]=[N-:3].[Na+].Br[CH:6]1[CH2:12][N:11]([C:13]([O:15][C:16]([CH3:19])([CH3:18])[CH3:17])=[O:14])[CH:10]([C:20]2[CH:25]=[CH:24][CH:23]=[CH:22][CH:21]=2)[CH2:9][N:8]([CH2:26][CH:27]2[CH2:29][CH2:28]2)[C:7]1=[O:30].O, predict the reaction product.